From a dataset of Catalyst prediction with 721,799 reactions and 888 catalyst types from USPTO. Predict which catalyst facilitates the given reaction. Reactant: [Cl:1][C:2]1[C:3]2[CH:10]=[CH:9][NH:8][C:4]=2[N:5]=[CH:6][N:7]=1.C1C(=O)N([Br:18])C(=O)C1. Product: [Br:18][C:10]1[C:3]2[C:2]([Cl:1])=[N:7][CH:6]=[N:5][C:4]=2[NH:8][CH:9]=1. The catalyst class is: 4.